This data is from Forward reaction prediction with 1.9M reactions from USPTO patents (1976-2016). The task is: Predict the product of the given reaction. (1) Given the reactants [NH2:1][CH2:2][C:3]1[CH:11]=[CH:10][C:6]([C:7]([OH:9])=[O:8])=[CH:5][CH:4]=1.C([O-])([O-])=O.[Na+].[Na+].[CH:18]1[C:30]2[CH:29]([CH2:31][O:32][C:33](C3CC(=O)N(O)C3=O)=[O:34])[C:28]3[C:23](=[CH:24][CH:25]=[CH:26][CH:27]=3)[C:22]=2[CH:21]=[CH:20][CH:19]=1.Cl, predict the reaction product. The product is: [CH:18]1[C:30]2[CH:29]([CH2:31][O:32][C:33]([NH:1][CH2:2][C:3]3[CH:4]=[CH:5][C:6]([C:7]([OH:9])=[O:8])=[CH:10][CH:11]=3)=[O:34])[C:28]3[C:23](=[CH:24][CH:25]=[CH:26][CH:27]=3)[C:22]=2[CH:21]=[CH:20][CH:19]=1. (2) Given the reactants [Br:1][C:2]1[C:11]2[CH:10]=[N:9][CH:8]=[CH:7][C:6]=2[C:5]([CH:12]=[N:13][OH:14])=[CH:4][CH:3]=1.ClN1C(=O)CCC1=O.[Cl:23][C:24]1[CH:29]=[C:28]([C:30]([C:32]([F:35])([F:34])[F:33])=[CH2:31])[CH:27]=[C:26]([Cl:36])[CH:25]=1.C(N(CC)CC)C, predict the reaction product. The product is: [Br:1][C:2]1[CH:3]=[CH:4][C:5]([C:12]2[CH2:31][C:30]([C:28]3[CH:27]=[C:26]([Cl:36])[CH:25]=[C:24]([Cl:23])[CH:29]=3)([C:32]([F:33])([F:35])[F:34])[O:14][N:13]=2)=[C:6]2[C:11]=1[CH:10]=[N:9][CH:8]=[CH:7]2. (3) Given the reactants [Br:1][C:2]1[CH:7]=[CH:6][C:5]([CH2:8]Br)=[C:4]([CH2:10][CH3:11])[CH:3]=1.[CH3:12][NH:13][CH3:14], predict the reaction product. The product is: [Br:1][C:2]1[CH:7]=[CH:6][C:5]([CH2:8][N:13]([CH3:14])[CH3:12])=[C:4]([CH2:10][CH3:11])[CH:3]=1. (4) Given the reactants [NH2:1][CH2:2][CH:3]([C:5]1[CH:10]=[CH:9][C:8]([C:11]2[N:12]=[N:13][C:14]([N:17]([CH3:28])[CH:18]3[CH2:23][C:22]([CH3:25])([CH3:24])[NH:21][C:20]([CH3:27])([CH3:26])[CH2:19]3)=[CH:15][CH:16]=2)=[C:7]([O:29][CH3:30])[CH:6]=1)[OH:4].[CH:31]1([C:34](O)=[O:35])[CH2:33][CH2:32]1.CCN(C(C)C)C(C)C.CN(C(ON1N=NC2C=CC=NC1=2)=[N+](C)C)C.F[P-](F)(F)(F)(F)F, predict the reaction product. The product is: [OH:4][CH:3]([C:5]1[CH:10]=[CH:9][C:8]([C:11]2[N:12]=[N:13][C:14]([N:17]([CH3:28])[CH:18]3[CH2:19][C:20]([CH3:26])([CH3:27])[NH:21][C:22]([CH3:24])([CH3:25])[CH2:23]3)=[CH:15][CH:16]=2)=[C:7]([O:29][CH3:30])[CH:6]=1)[CH2:2][NH:1][C:34]([CH:31]1[CH2:33][CH2:32]1)=[O:35]. (5) The product is: [F:2][C:3]1[CH:4]=[N:5][N:6]([C:8]2([C:11](=[NH:12])[O:15][CH2:13][CH3:14])[CH2:9][CH2:10]2)[CH:7]=1. Given the reactants [Na].[F:2][C:3]1[CH:4]=[N:5][N:6]([C:8]2([C:11]#[N:12])[CH2:10][CH2:9]2)[CH:7]=1.[CH2:13]([OH:15])[CH3:14], predict the reaction product. (6) Given the reactants [CH:1]([O:14][C:15]1[C:26]2[C:25](=[O:27])[N:24]([CH2:28][C:29]3[CH:34]=[CH:33][C:32]([F:35])=[CH:31][CH:30]=3)[C:23](=[O:36])[C:22]=2[C:21]([OH:37])=[C:20]2[C:16]=1[N:17]=[CH:18][N:19]2[CH2:38][C:39]1[CH:44]=[CH:43][CH:42]=[CH:41][CH:40]=1)([C:8]1[CH:13]=[CH:12][CH:11]=[CH:10][CH:9]=1)[C:2]1[CH:7]=[CH:6][CH:5]=[CH:4][CH:3]=1.[CH3:45]N(C=O)C.C([O-])([O-])=O.[K+].[K+].CI, predict the reaction product. The product is: [CH:1]([O:14][C:15]1[C:26]2[C:25](=[O:27])[N:24]([CH2:28][C:29]3[CH:30]=[CH:31][C:32]([F:35])=[CH:33][CH:34]=3)[C:23](=[O:36])[C:22]=2[C:21]([O:37][CH3:45])=[C:20]2[C:16]=1[N:17]=[CH:18][N:19]2[CH2:38][C:39]1[CH:44]=[CH:43][CH:42]=[CH:41][CH:40]=1)([C:8]1[CH:9]=[CH:10][CH:11]=[CH:12][CH:13]=1)[C:2]1[CH:7]=[CH:6][CH:5]=[CH:4][CH:3]=1. (7) Given the reactants [Cl:1][C:2]1[CH:7]=[CH:6][C:5]([N:8]2[CH:12]=[C:11]([C:13]([NH2:15])=O)[N:10]=[N:9]2)=[C:4]([C:16]2[CH:21]=[C:20]([O:22][CH3:23])[N:19]=[CH:18][N:17]=2)[C:3]=1[F:24].C(P1(=O)OP(CCC)(=O)OP(CCC)(=O)O1)CC, predict the reaction product. The product is: [Cl:1][C:2]1[CH:7]=[CH:6][C:5]([N:8]2[CH:12]=[C:11]([C:13]#[N:15])[N:10]=[N:9]2)=[C:4]([C:16]2[CH:21]=[C:20]([O:22][CH3:23])[N:19]=[CH:18][N:17]=2)[C:3]=1[F:24].